Predict which catalyst facilitates the given reaction. From a dataset of Catalyst prediction with 721,799 reactions and 888 catalyst types from USPTO. (1) Reactant: [Cl:1][C:2]1[C:3]([S:43](=[O:46])(=[O:45])[NH2:44])=[N:4][CH:5]=[C:6]([C:34]=1[NH:35][C:36]1[CH:37]=[C:38]([CH3:42])[CH:39]=[CH:40][CH:41]=1)[C:7]([N:9]1[CH2:33][CH2:32][C:12]2([CH2:21][C:20]3[C:15](=[CH:16][CH:17]=[CH:18][CH:19]=3)[N:14](C(OCC3C=CC=CC=3)=O)[CH2:13]2)[CH2:11][CH2:10]1)=[O:8]. Product: [Cl:1][C:2]1[C:3]([S:43]([NH2:44])(=[O:45])=[O:46])=[N:4][CH:5]=[C:6]([C:7]([N:9]2[CH2:10][CH2:11][C:12]3([CH2:21][C:20]4[C:15](=[CH:16][CH:17]=[CH:18][CH:19]=4)[NH:14][CH2:13]3)[CH2:32][CH2:33]2)=[O:8])[C:34]=1[NH:35][C:36]1[CH:37]=[C:38]([CH3:42])[CH:39]=[CH:40][CH:41]=1. The catalyst class is: 19. (2) Reactant: [F:1][C:2]1[CH:17]=[CH:16][C:5]([CH2:6][N:7]2[CH2:13][CH:12]3[NH:14][CH:9]([CH2:10][CH2:11]3)[C:8]2=O)=[CH:4][CH:3]=1.[H-].[Al+3].[Li+].[H-].[H-].[H-]. Product: [F:1][C:2]1[CH:3]=[CH:4][C:5]([CH2:6][N:7]2[CH2:8][CH:9]3[NH:14][CH:12]([CH2:11][CH2:10]3)[CH2:13]2)=[CH:16][CH:17]=1. The catalyst class is: 7. (3) Reactant: [NH2:1][C:2]([NH:4][C:5]1[S:6][C:7]([C:13]2[CH:18]=[CH:17][CH:16]=[CH:15][C:14]=2[CH:19]=O)=[CH:8][C:9]=1[C:10]([NH2:12])=[O:11])=[O:3].C(O[BH-](OC(=O)C)OC(=O)C)(=O)C.[Na+].[CH3:35][N:36]1[CH2:41][CH2:40][NH:39][CH2:38][CH2:37]1. Product: [NH2:1][C:2]([NH:4][C:5]1[S:6][C:7]([C:13]2[CH:18]=[CH:17][CH:16]=[CH:15][C:14]=2[CH2:19][N:39]2[CH2:40][CH2:41][N:36]([CH3:35])[CH2:37][CH2:38]2)=[CH:8][C:9]=1[C:10]([NH2:12])=[O:11])=[O:3]. The catalyst class is: 7. (4) Reactant: [N:1]1([C:9]2[CH:14]=[CH:13][C:12](Br)=[CH:11][C:10]=2/[CH:16]=[CH:17]/[C:18]([O:20][CH2:21][CH3:22])=[O:19])[CH2:8][CH2:7][CH2:6][CH2:5][CH2:4][CH2:3][CH2:2]1.[CH2:23]([O:27][CH2:28][CH2:29][O:30][C:31]1[CH:36]=[CH:35][C:34](OB(O)O)=[CH:33][CH:32]=1)[CH2:24][CH2:25][CH3:26].C(=O)([O-])[O-].[K+].[K+]. Product: [N:1]1([C:9]2[CH:14]=[CH:13][C:12]([C:34]3[CH:35]=[CH:36][C:31]([O:30][CH2:29][CH2:28][O:27][CH2:23][CH2:24][CH2:25][CH3:26])=[CH:32][CH:33]=3)=[CH:11][C:10]=2/[CH:16]=[CH:17]/[C:18]([O:20][CH2:21][CH3:22])=[O:19])[CH2:8][CH2:7][CH2:6][CH2:5][CH2:4][CH2:3][CH2:2]1. The catalyst class is: 460. (5) Reactant: Cl[C:2]1[C:9]([N+:10]([O-:12])=[O:11])=[CH:8][CH:7]=[CH:6][C:3]=1[CH:4]=O.C(=O)(O)O.[NH2:17][C:18]([NH2:20])=[NH:19].O. Product: [NH2:20][C:18]1[N:19]=[CH:4][C:3]2[C:2](=[C:9]([N+:10]([O-:12])=[O:11])[CH:8]=[CH:7][CH:6]=2)[N:17]=1. The catalyst class is: 44. (6) Reactant: [N:1]1([C:7]2[CH:12]=[CH:11][C:10]([N:13]3[CH:22]=[CH:21][C:20]4[C:15](=[CH:16][CH:17]=[CH:18][CH:19]=4)[C:14]3=[O:23])=[CH:9][CH:8]=2)[CH2:6][CH2:5][NH:4][CH2:3][CH2:2]1.CC1C=CC(S(O[CH2:35][CH2:36][CH2:37][CH2:38][C:39]2[C:47]3[C:42](=[CH:43][CH:44]=[C:45]([F:48])[CH:46]=3)[NH:41][CH:40]=2)(=O)=O)=CC=1.C(=O)([O-])[O-].[K+].[K+].[I-].[K+]. Product: [F:48][C:45]1[CH:46]=[C:47]2[C:42](=[CH:43][CH:44]=1)[NH:41][CH:40]=[C:39]2[CH2:38][CH2:37][CH2:36][CH2:35][N:4]1[CH2:5][CH2:6][N:1]([C:7]2[CH:8]=[CH:9][C:10]([N:13]3[CH:22]=[CH:21][C:20]4[C:15](=[CH:16][CH:17]=[CH:18][CH:19]=4)[C:14]3=[O:23])=[CH:11][CH:12]=2)[CH2:2][CH2:3]1. The catalyst class is: 10. (7) Product: [C:2]([C:16]1[N:17]([CH3:19])[CH:18]=[C:14]([C:11]2[CH:10]=[CH:9][C:8]([O:7][C:6]3[CH:20]=[CH:21][C:22]([F:24])=[CH:23][C:5]=3[F:4])=[CH:13][CH:12]=2)[N:15]=1)#[N:1].[C:2]([C:14]1([C:11]2[CH:10]=[CH:9][C:8]([O:7][C:6]3[CH:20]=[CH:21][C:22]([F:24])=[CH:23][C:5]=3[F:4])=[CH:13][CH:12]=2)[CH2:18][N:17]([CH3:19])[CH:16]=[N:15]1)#[N:1]. The catalyst class is: 456. Reactant: [N:1]#[C:2]Br.[F:4][C:5]1[CH:23]=[C:22]([F:24])[CH:21]=[CH:20][C:6]=1[O:7][C:8]1[CH:13]=[CH:12][C:11]([C:14]2[N:15]=[CH:16][N:17]([CH3:19])[CH:18]=2)=[CH:10][CH:9]=1.O.CCOC(C)=O.